This data is from Forward reaction prediction with 1.9M reactions from USPTO patents (1976-2016). The task is: Predict the product of the given reaction. (1) Given the reactants Cl[C:2]1[C:3](=[O:16])[NH:4][C:5]2[C:10]([N:11]=1)=[CH:9][C:8]([C:12]([O:14][CH3:15])=[O:13])=[CH:7][CH:6]=2.CCN(C(C)C)C(C)C.[CH3:26][C@H:27]1[CH2:32][CH2:31][CH2:30][CH2:29][NH:28]1, predict the reaction product. The product is: [CH3:26][C@H:27]1[CH2:32][CH2:31][CH2:30][CH2:29][N:28]1[C:2]1[C:3](=[O:16])[NH:4][C:5]2[C:10]([N:11]=1)=[CH:9][C:8]([C:12]([O:14][CH3:15])=[O:13])=[CH:7][CH:6]=2. (2) Given the reactants [CH3:1][C:2]1[O:3][CH:4]=[CH:5][C:6]=1[CH3:7].[Br:8][C:9]1[CH:16]=[CH:15][CH:14]=[CH:13][C:10]=1[CH2:11]Br, predict the reaction product. The product is: [Br:8][C:9]1[CH:16]=[CH:15][CH:14]=[CH:13][C:10]=1[CH2:11][C:4]1[O:3][C:2]([CH3:1])=[C:6]([CH3:7])[CH:5]=1. (3) Given the reactants [NH2:1][CH2:2][CH2:3][N:4]1[C:12]([S:13][C:14]2[CH:19]=[C:18]([O:20][CH3:21])[CH:17]=[CH:16][C:15]=2[I:22])=[N:11][C:10]2[C:5]1=[N:6][CH:7]=[N:8][C:9]=2[NH2:23].[CH3:24][C:25](OC(C)=O)=[O:26], predict the reaction product. The product is: [NH2:23][C:9]1[N:8]=[CH:7][N:6]=[C:5]2[C:10]=1[N:11]=[C:12]([S:13][C:14]1[CH:19]=[C:18]([O:20][CH3:21])[CH:17]=[CH:16][C:15]=1[I:22])[N:4]2[CH2:3][CH2:2][NH:1][C:25](=[O:26])[CH3:24]. (4) Given the reactants Cl[C:2]1[CH:3]=[C:4]([NH:11][C:12]2[CH:17]=[CH:16][C:15]([O:18][CH2:19][CH3:20])=[CH:14][CH:13]=2)[C:5]2[N:6]([CH:8]=[CH:9][N:10]=2)[N:7]=1.[NH2:21][C@H:22]1[CH2:26][CH2:25][N:24](C(OC(C)(C)C)=O)[CH2:23]1, predict the reaction product. The product is: [NH2:21][C@H:22]1[CH2:26][CH2:25][N:24]([C:2]2[CH:3]=[C:4]([NH:11][C:12]3[CH:17]=[CH:16][C:15]([O:18][CH2:19][CH3:20])=[CH:14][CH:13]=3)[C:5]3[N:6]([CH:8]=[CH:9][N:10]=3)[N:7]=2)[CH2:23]1. (5) Given the reactants Cl[C:2]1[C:3](=O)[N:4]([CH:9]([C:11]2[CH:16]=[CH:15][CH:14]=[CH:13][CH:12]=2)[CH3:10])[N:5]=[CH:6][C:7]=1Cl.CC1(C)C(C)(C)OB([C:26]2[CH:33]=[CH:32][CH:31]=[CH:30][C:27]=2[C:28]#[N:29])O1.[C:35]([O-:38])([O-])=O.[Na+].[Na+].O.[C:42](#[N:44])[CH3:43], predict the reaction product. The product is: [O:38]=[C:35]1[N:4]([CH:9]([C:11]2[CH:16]=[CH:15][CH:14]=[CH:13][CH:12]=2)[CH3:10])[N:5]=[CH:6][C:7]([C:30]2[CH:31]=[CH:32][CH:33]=[CH:26][C:27]=2[C:28]#[N:29])=[C:2]1[C:3]1[CH:6]=[CH:7][CH:2]=[CH:3][C:43]=1[C:42]#[N:44].